From a dataset of Peptide-MHC class I binding affinity with 185,985 pairs from IEDB/IMGT. Regression. Given a peptide amino acid sequence and an MHC pseudo amino acid sequence, predict their binding affinity value. This is MHC class I binding data. The peptide sequence is ELAYYNSCML. The MHC is HLA-A68:02 with pseudo-sequence HLA-A68:02. The binding affinity (normalized) is 0.401.